Dataset: Reaction yield outcomes from USPTO patents with 853,638 reactions. Task: Predict the reaction yield, written as a fraction of the theoretical maximum amount of product (1.0 means a 100% yield; for example, 0.34 means a 34% yield). (1) The reactants are C([O:5][C:6](=[O:52])[C:7]1[CH:12]=[CH:11][C:10]([CH2:13][CH:14]([NH:34][C:35]([O:37][CH2:38][CH:39]2[C:51]3[CH:50]=[CH:49][CH:48]=[CH:47][C:46]=3[C:45]3[C:40]2=[CH:41][CH:42]=[CH:43][CH:44]=3)=[O:36])[C:15](=[O:33])[N:16]2[CH2:21][CH2:20][CH2:19][CH2:18][CH:17]2[C:22]2[NH:23][CH:24]=[C:25]([C:27]3[CH:32]=[CH:31][CH:30]=[CH:29][CH:28]=3)[N:26]=2)=[CH:9][CH:8]=1)(C)(C)C.FC(F)(F)C(O)=O. No catalyst specified. The product is [CH:50]1[C:51]2[CH:39]([CH2:38][O:37][C:35]([NH:34][CH:14]([C:15](=[O:33])[N:16]3[CH2:21][CH2:20][CH2:19][CH2:18][CH:17]3[C:22]3[NH:23][CH:24]=[C:25]([C:27]4[CH:28]=[CH:29][CH:30]=[CH:31][CH:32]=4)[N:26]=3)[CH2:13][C:10]3[CH:11]=[CH:12][C:7]([C:6]([OH:52])=[O:5])=[CH:8][CH:9]=3)=[O:36])[C:40]3[C:45](=[CH:44][CH:43]=[CH:42][CH:41]=3)[C:46]=2[CH:47]=[CH:48][CH:49]=1. The yield is 0.470. (2) The reactants are [NH2:1][C:2]([C:4]1[CH:13]=[C:12]([C:14]2[CH:19]=[CH:18][C:17]([F:20])=[CH:16][CH:15]=2)[C:11]2[C:6](=[CH:7][C:8]([C:21]([OH:23])=O)=[CH:9][CH:10]=2)[N:5]=1)=[O:3].F[P-](F)(F)(F)(F)F.N1(O[P+](N(C)C)(N(C)C)N(C)C)C2C=[CH:37][CH:38]=[CH:39][C:34]=2[N:33]=N1.CN(C=O)C. The catalyst is C(Cl)Cl.C1C=CC(P(C2C=CC=CC=2)[C-]2C=CC=C2)=CC=1.C1C=CC(P(C2C=CC=CC=2)[C-]2C=CC=C2)=CC=1.[Fe+2]. The product is [F:20][C:17]1[CH:16]=[CH:15][C:14]([C:12]2[C:11]3[C:6](=[CH:7][C:8]([C:21]([N:33]4[CH2:34][CH2:39][CH2:38][CH2:37]4)=[O:23])=[CH:9][CH:10]=3)[N:5]=[C:4]([C:2]([NH2:1])=[O:3])[CH:13]=2)=[CH:19][CH:18]=1. The yield is 0.850. (3) The reactants are [NH2:1][C:2]1[CH:7]=[CH:6][C:5](Br)=[CH:4][N:3]=1.[C:9]([O:13][CH2:14][C:15]1[CH:20]=[CH:19][CH:18]=[CH:17][CH:16]=1)(=[O:12])[CH:10]=[CH2:11].C1(C)C=CC=CC=1P(C1C=CC=CC=1C)C1C=CC=CC=1C.C(N(C(C)C)CC)(C)C. The catalyst is C(#N)CC.CC([O-])=O.CC([O-])=O.[Pd+2]. The product is [NH2:1][C:2]1[N:3]=[CH:4][C:5](/[CH:11]=[CH:10]/[C:9]([O:13][CH2:14][C:15]2[CH:20]=[CH:19][CH:18]=[CH:17][CH:16]=2)=[O:12])=[CH:6][CH:7]=1. The yield is 0.390. (4) The reactants are COC(=O)CCC(C)=[CH:7][CH2:8][C:9]1[C:10]([O:22][CH2:23][CH2:24][Si:25]([CH3:28])([CH3:27])[CH3:26])=[C:11]2[C:15](=[C:16]([CH3:20])[C:17]=1[O:18][CH3:19])[CH2:14][O:13][C:12]2=[O:21].N1C=CC=CC=1.NC(N)=S.C[OH:42]. The catalyst is C(Cl)Cl. The product is [CH3:19][O:18][C:17]1[C:16]([CH3:20])=[C:15]2[C:11]([C:12](=[O:21])[O:13][CH2:14]2)=[C:10]([O:22][CH2:23][CH2:24][Si:25]([CH3:27])([CH3:26])[CH3:28])[C:9]=1[CH2:8][CH:7]=[O:42]. The yield is 0.750. (5) The reactants are Cl[C:2]([CH3:6])([CH3:5])[C:3]#[CH:4].[I:7][C:8]1[CH:13]=[CH:12][C:11]([OH:14])=[CH:10][C:9]=1[N+:15]([O-:17])=[O:16].C(=O)([O-])[O-].[K+].[K+]. The catalyst is [I-].C([N+](CCCC)(CCCC)CCCC)CCC.CC(C)=O.C(OCC)(=O)C. The product is [I:7][C:8]1[CH:13]=[CH:12][C:11]([O:14][C:2]([CH3:6])([C:3]#[CH:4])[CH3:5])=[CH:10][C:9]=1[N+:15]([O-:17])=[O:16]. The yield is 0.910. (6) The yield is 0.858. The catalyst is CO.N1C(C)=CC=CC=1C. The product is [Br:4][C:5]1[N:6]=[CH:7][C:8]([NH:11][C:12](=[O:33])[C@@H:13]([C:22]2[CH:27]=[CH:26][C:25]([S:28]([CH3:31])(=[O:30])=[O:29])=[C:24]([Cl:32])[CH:23]=2)[CH2:14][CH:15]2[CH2:20][CH2:19][C:18](=[N:2][OH:3])[CH2:17][CH2:16]2)=[N:9][CH:10]=1. The reactants are Cl.[NH2:2][OH:3].[Br:4][C:5]1[N:6]=[CH:7][C:8]([NH:11][C:12](=[O:33])[C@@H:13]([C:22]2[CH:27]=[CH:26][C:25]([S:28]([CH3:31])(=[O:30])=[O:29])=[C:24]([Cl:32])[CH:23]=2)[CH2:14][CH:15]2[CH2:20][CH2:19][C:18](=O)[CH2:17][CH2:16]2)=[N:9][CH:10]=1. (7) The reactants are [CH3:1][N:2]1[C:11]2[C:10]3[CH:12]=[C:13]([O:16][CH:17]4[CH2:22][CH2:21][NH:20][CH2:19][CH2:18]4)[CH:14]=[CH:15][C:9]=3[NH:8][C:7](=[O:23])[C:6]=2[CH2:5][CH2:4][CH2:3]1.C=O.[C:26](O)(=O)C.C(O[BH-](OC(=O)C)OC(=O)C)(=O)C.[Na+].[OH-].[Na+]. The catalyst is CO.ClCCl.C(Cl)(Cl)Cl. The product is [CH3:1][N:2]1[C:11]2[C:10]3[CH:12]=[C:13]([O:16][CH:17]4[CH2:18][CH2:19][N:20]([CH3:26])[CH2:21][CH2:22]4)[CH:14]=[CH:15][C:9]=3[NH:8][C:7](=[O:23])[C:6]=2[CH2:5][CH2:4][CH2:3]1. The yield is 0.660. (8) The reactants are [F:1][C:2]1[CH:10]=[CH:9][C:8]([CH2:11][C:12]2[C:21]3[C:16](=[CH:17][CH:18]=[CH:19][CH:20]=3)[C:15](=[O:22])[NH:14][N:13]=2)=[CH:7][C:3]=1[C:4]([OH:6])=O.F[P-](F)(F)(F)(F)F.N1(OC(N(C)C)=[N+](C)C)C2C=CC=CC=2N=N1.[N:47]1[CH:48]=[CH:49][N:50]2[CH2:55][CH2:54][NH:53][CH2:52][C:51]=12.C(N(CC)C(C)C)(C)C. The catalyst is CN(C)C=O. The product is [N:47]1[CH:48]=[CH:49][N:50]2[CH2:55][CH2:54][N:53]([C:4]([C:3]3[CH:7]=[C:8]([CH2:11][C:12]4[C:21]5[C:16](=[CH:17][CH:18]=[CH:19][CH:20]=5)[C:15](=[O:22])[NH:14][N:13]=4)[CH:9]=[CH:10][C:2]=3[F:1])=[O:6])[CH2:52][C:51]=12. The yield is 0.0230. (9) The reactants are [CH3:1][O-:2].[Na+].[Na].Cl[C:6]1[CH:11]=[C:10](Cl)[C:9]([C:13]([F:16])([F:15])[F:14])=[CH:8][C:7]=1[N+:17]([O-:19])=[O:18].[CH3:20][OH:21]. No catalyst specified. The yield is 0.970. The product is [CH3:1][O:2][C:6]1[CH:11]=[C:10]([O:21][CH3:20])[C:9]([C:13]([F:16])([F:15])[F:14])=[CH:8][C:7]=1[N+:17]([O-:19])=[O:18]. (10) The reactants are [Br:1][C:2]1[C:11]([O:12][C:13]2[CH:18]=[CH:17][C:16]([F:19])=[CH:15][C:14]=2[F:20])=[CH:10][C:5]([C:6]([O:8][CH3:9])=[O:7])=[C:4]([N+:21]([O-])=O)[CH:3]=1.Cl.N.C(O)C.O1CCCC1. The catalyst is [Fe].O. The product is [NH2:21][C:4]1[CH:3]=[C:2]([Br:1])[C:11]([O:12][C:13]2[CH:18]=[CH:17][C:16]([F:19])=[CH:15][C:14]=2[F:20])=[CH:10][C:5]=1[C:6]([O:8][CH3:9])=[O:7]. The yield is 1.01.